Dataset: Reaction yield outcomes from USPTO patents with 853,638 reactions. Task: Predict the reaction yield, written as a fraction of the theoretical maximum amount of product (1.0 means a 100% yield; for example, 0.34 means a 34% yield). (1) The reactants are [Cl:1][C:2]1[CH:3]=[C:4]2[C:8](=[CH:9][CH:10]=1)[N:7]([C:11]1[N:15]([CH3:16])[N:14]=[C:13]([CH3:17])[C:12]=1/[CH:18]=[CH:19]/[C:20]([NH:22][S:23]([N:26]1[CH2:35][CH2:34][C:29]3(OCC[O:30]3)[CH2:28][CH2:27]1)(=[O:25])=[O:24])=[O:21])[CH:6]=[CH:5]2.Cl.O. The catalyst is O1CCCC1. The product is [Cl:1][C:2]1[CH:3]=[C:4]2[C:8](=[CH:9][CH:10]=1)[N:7]([C:11]1[N:15]([CH3:16])[N:14]=[C:13]([CH3:17])[C:12]=1/[CH:18]=[CH:19]/[C:20]([NH:22][S:23]([N:26]1[CH2:27][CH2:28][C:29](=[O:30])[CH2:34][CH2:35]1)(=[O:25])=[O:24])=[O:21])[CH:6]=[CH:5]2. The yield is 0.960. (2) The reactants are [OH:1][C@@:2]1([C:9]#[C:10][C:11]2[CH:12]=[C:13]([N:18]3[C:22]4=[N:23][CH:24]=[CH:25][CH:26]=[C:21]4[C:20]([C:27]([O:29]C)=O)=[N:19]3)[CH:14]=[C:15]([CH3:17])[CH:16]=2)[CH2:6][CH2:5][N:4]([CH3:7])[C:3]1=[O:8].[NH3:31]. No catalyst specified. The product is [OH:1][C@@:2]1([C:9]#[C:10][C:11]2[CH:12]=[C:13]([N:18]3[C:22]4=[N:23][CH:24]=[CH:25][CH:26]=[C:21]4[C:20]([C:27]([NH2:31])=[O:29])=[N:19]3)[CH:14]=[C:15]([CH3:17])[CH:16]=2)[CH2:6][CH2:5][N:4]([CH3:7])[C:3]1=[O:8]. The yield is 0.140. (3) The reactants are [Cl:1][C:2]1[CH:3]=[C:4]([CH:8]=[CH:9][N:10]=1)[C:5]([OH:7])=O.S(Cl)(Cl)=O.[NH2:15][C:16]1[S:17][C:18]([N:26]2[CH2:31][CH2:30][O:29][CH2:28][CH2:27]2)=[C:19]([C:21]2[O:22][CH:23]=[CH:24][CH:25]=2)[N:20]=1. The catalyst is N1C=CC=CC=1. The product is [Cl:1][C:2]1[CH:3]=[C:4]([C:5]([NH:15][C:16]2[S:17][C:18]([N:26]3[CH2:27][CH2:28][O:29][CH2:30][CH2:31]3)=[C:19]([C:21]3[O:22][CH:23]=[CH:24][CH:25]=3)[N:20]=2)=[O:7])[CH:8]=[CH:9][N:10]=1. The yield is 0.660. (4) The reactants are [C:1]([O:5][C:6]([NH:8][C@@H:9]([CH3:16])[C:10](N(OC)C)=O)=[O:7])([CH3:4])([CH3:3])[CH3:2].[H-].[Al+3].[Li+].[H-].[H-].[H-].S([O-])(O)(=O)=O.[K+].[CH3:29][O:30][C:31]([CH2:33]P(OC)(OC)=O)=[O:32].[H-].[Na+]. The catalyst is C(OCC)C.O1CCCC1.[Cl-].[Na+].O.C(OCC)(=O)C.O. The product is [C:1]([O:5][C:6]([NH:8][C@@H:9]([CH3:16])/[CH:10]=[CH:33]/[C:31]([O:30][CH3:29])=[O:32])=[O:7])([CH3:2])([CH3:3])[CH3:4]. The yield is 0.690. (5) The reactants are [CH3:1][C:2]1([CH3:24])[CH2:8][CH2:7][CH2:6][N:5]([C:9]2[CH:14]=[CH:13][CH:12]=[CH:11][CH:10]=2)[C:4](=[O:15])[CH:3]1[NH:16]C(=O)OC(C)(C)C.Cl. The catalyst is O1CCOCC1. The product is [NH2:16][CH:3]1[C:2]([CH3:24])([CH3:1])[CH2:8][CH2:7][CH2:6][N:5]([C:9]2[CH:14]=[CH:13][CH:12]=[CH:11][CH:10]=2)[C:4]1=[O:15]. The yield is 0.840. (6) The reactants are C([O:3][C:4]([C:6]1[C:7]([C:12]2[CH:17]=[CH:16][C:15]([Br:18])=[CH:14][C:13]=2[F:19])=[N:8][O:9][C:10]=1[CH3:11])=[O:5])C.[OH-].[Na+].CO. The catalyst is C1COCC1. The product is [C:4]([C:6]1[C:7]([C:12]2[CH:17]=[CH:16][C:15]([Br:18])=[CH:14][C:13]=2[F:19])=[N:8][O:9][C:10]=1[CH3:11])([OH:5])=[O:3]. The yield is 1.00. (7) The reactants are [CH3:1][O:2][C:3]1[CH:4]=[C:5]2[C:10](=[CH:11][C:12]=1[O:13][CH3:14])[N:9]=[CH:8][N:7]=[C:6]2[O:15][C:16]1[CH:22]=[CH:21][C:19]([NH2:20])=[CH:18][CH:17]=1.C(O)C.[CH3:26][C:27]1[CH:28]=[C:29]([C:33]([N:35]=[C:36]=[S:37])=[O:34])[CH:30]=[CH:31][CH:32]=1. The yield is 0.950. The product is [CH3:1][O:2][C:3]1[CH:4]=[C:5]2[C:10](=[CH:11][C:12]=1[O:13][CH3:14])[N:9]=[CH:8][N:7]=[C:6]2[O:15][C:16]1[CH:22]=[CH:21][C:19]([NH:20][C:36]([NH:35][C:33](=[O:34])[C:29]2[CH:30]=[CH:31][CH:32]=[C:27]([CH3:26])[CH:28]=2)=[S:37])=[CH:18][CH:17]=1. The catalyst is C1(C)C=CC=CC=1. (8) The reactants are [CH3:1][C:2]1[CH:3]=[C:4]([NH:13][C:14]2[N:19]=[C:18]([C:20]([F:23])([F:22])[F:21])[CH:17]=[CH:16][N:15]=2)[CH:5]=[C:6]([C:8]2[S:12][CH:11]=[N:10][CH:9]=2)[CH:7]=1.C([N-]C(C)C)(C)C.[Li+].Br[CH:33]1[CH2:39][CH2:38][CH2:37][CH2:36][N:35]([CH2:40][C:41]2[CH:46]=[CH:45][C:44]([O:47][CH3:48])=[CH:43][CH:42]=2)[C:34]1=[O:49]. The catalyst is C1COCC1. The product is [CH3:48][O:47][C:44]1[CH:43]=[CH:42][C:41]([CH2:40][N:35]2[CH2:36][CH2:37][CH2:38][CH2:39][CH:33]([C:11]3[S:12][C:8]([C:6]4[CH:5]=[C:4]([NH:13][C:14]5[N:19]=[C:18]([C:20]([F:21])([F:23])[F:22])[CH:17]=[CH:16][N:15]=5)[CH:3]=[C:2]([CH3:1])[CH:7]=4)=[CH:9][N:10]=3)[C:34]2=[O:49])=[CH:46][CH:45]=1. The yield is 0.531. (9) The reactants are [F:1][C:2]([F:12])([F:11])[C:3](=O)/[CH:4]=[N:5]/[NH:6][C:7]([NH2:9])=[O:8].C1(P(C2C=CC=CC=2)(C2C=CC=CC=2)=[CH:20][C:21]([O:23][CH2:24][CH3:25])=[O:22])C=CC=CC=1. The catalyst is C1COCC1. The product is [C:7]([NH:6]/[N:5]=[CH:4]/[C:3](/[C:2]([F:12])([F:11])[F:1])=[CH:20]\[C:21]([O:23][CH2:24][CH3:25])=[O:22])(=[O:8])[NH2:9]. The yield is 0.790. (10) The reactants are [Cl:1][C:2]1[CH:7]=[CH:6][CH:5]=[C:4]([Cl:8])[C:3]=1[C:9]1[C:13]([C:14]([OH:16])=O)=[C:12]([CH3:17])[O:11][N:10]=1.[CH2:18]([N:20]([CH2:28][CH3:29])[C:21]1[CH:26]=[CH:25][CH:24]=[CH:23][C:22]=1N)[CH3:19].CC[N:32](CC)CC.CN(C(ON1N=NC2C=CC=CC1=2)=[N+](C)C)C.[B-](F)(F)(F)F. The catalyst is CN(C=O)C.C(OCC)(=O)C. The product is [Cl:8][C:4]1[CH:5]=[CH:6][CH:7]=[C:2]([Cl:1])[C:3]=1[C:9]1[C:13]([C:14]([NH:32][C:24]2[CH:25]=[CH:26][C:21]([N:20]([CH2:28][CH3:29])[CH2:18][CH3:19])=[CH:22][CH:23]=2)=[O:16])=[C:12]([CH3:17])[O:11][N:10]=1. The yield is 0.450.